This data is from Catalyst prediction with 721,799 reactions and 888 catalyst types from USPTO. The task is: Predict which catalyst facilitates the given reaction. Product: [C:27]([C:24]1[CH:23]=[CH:22][C:21]([C:12]2[C:13]([O:16][CH2:17][CH:18]3[CH2:20][CH2:19]3)=[CH:14][CH:15]=[C:10]([CH:5]([CH2:6][CH:7]([CH3:9])[CH3:8])[C:4]([OH:29])=[O:3])[CH:11]=2)=[CH:26][CH:25]=1)#[N:28]. Reactant: C([O:3][C:4](=[O:29])[CH:5]([C:10]1[CH:11]=[C:12]([C:21]2[CH:26]=[CH:25][C:24]([C:27]#[N:28])=[CH:23][CH:22]=2)[C:13]([O:16][CH2:17][CH:18]2[CH2:20][CH2:19]2)=[CH:14][CH:15]=1)[CH2:6][CH:7]([CH3:9])[CH3:8])C.O.[OH-].[Li+]. The catalyst class is: 200.